Dataset: Reaction yield outcomes from USPTO patents with 853,638 reactions. Task: Predict the reaction yield, written as a fraction of the theoretical maximum amount of product (1.0 means a 100% yield; for example, 0.34 means a 34% yield). (1) The reactants are [CH2:1]([O:8][C:9]1[CH:10]=[CH:11][C:12]([I:17])=[C:13]([CH:16]=1)[CH2:14][OH:15])[C:2]1[CH:7]=[CH:6][CH:5]=[CH:4][CH:3]=1.[C:18](OC(=O)C)(=[O:20])[CH3:19]. The catalyst is ClCCl.CN(C)C1C=CN=CC=1. The product is [CH2:1]([O:8][C:9]1[CH:10]=[CH:11][C:12]([I:17])=[C:13]([CH:16]=1)[CH2:14][O:15][C:18](=[O:20])[CH3:19])[C:2]1[CH:3]=[CH:4][CH:5]=[CH:6][CH:7]=1. The yield is 1.00. (2) The reactants are [C:1]([O:5][C:6]([N:8]1[CH2:13][CH2:12][N:11]([CH:14]([C:21](O)=[O:22])[C:15]2[CH:20]=[CH:19][CH:18]=[CH:17][CH:16]=2)[CH2:10][CH2:9]1)=[O:7])([CH3:4])([CH3:3])[CH3:2]. The catalyst is C1COCC1. The product is [C:1]([O:5][C:6]([N:8]1[CH2:9][CH2:10][N:11]([CH:14]([C:15]2[CH:16]=[CH:17][CH:18]=[CH:19][CH:20]=2)[CH2:21][OH:22])[CH2:12][CH2:13]1)=[O:7])([CH3:4])([CH3:2])[CH3:3]. The yield is 0.860.